Dataset: Reaction yield outcomes from USPTO patents with 853,638 reactions. Task: Predict the reaction yield, written as a fraction of the theoretical maximum amount of product (1.0 means a 100% yield; for example, 0.34 means a 34% yield). (1) The reactants are [F:1][C:2]1[CH:3]=[CH:4][C:5]([N+:16]([O-])=O)=[C:6]([NH:8][C:9](=[O:15])[O:10][C:11]([CH3:14])([CH3:13])[CH3:12])[CH:7]=1. The catalyst is [Ni].C1COCC1. The yield is 0.730. The product is [NH2:16][C:5]1[CH:4]=[CH:3][C:2]([F:1])=[CH:7][C:6]=1[NH:8][C:9](=[O:15])[O:10][C:11]([CH3:13])([CH3:12])[CH3:14]. (2) The reactants are Cl[CH2:2][CH2:3][CH2:4][S:5]([C:8]1[CH:17]=[CH:16][C:11]2[N:12]=[C:13]([NH2:15])[S:14][C:10]=2[CH:9]=1)(=[O:7])=[O:6].[I-:18].[Na+]. The catalyst is CC(C)=O. The product is [I:18][CH2:2][CH2:3][CH2:4][S:5]([C:8]1[CH:17]=[CH:16][C:11]2[N:12]=[C:13]([NH2:15])[S:14][C:10]=2[CH:9]=1)(=[O:7])=[O:6]. The yield is 0.900. (3) The reactants are [CH2:1]([O:3][C:4](=[O:24])[C:5]([CH3:23])([CH3:22])[C:6]([C:8]1[CH:13]=[CH:12][C:11]([O:14]CC2C=CC=CC=2)=[CH:10][CH:9]=1)=[O:7])[CH3:2]. The catalyst is CO. The product is [CH2:1]([O:3][C:4](=[O:24])[C:5]([CH3:23])([CH3:22])[C:6]([C:8]1[CH:9]=[CH:10][C:11]([OH:14])=[CH:12][CH:13]=1)=[O:7])[CH3:2]. The yield is 1.00. (4) The product is [NH2:13][C:14]1[C:19]([CH3:20])=[CH:18][C:17]([O:21][C:2]2[CH:3]=[CH:4][C:5]([N+:10]([O-:12])=[O:11])=[C:6]([NH:8][CH3:9])[CH:7]=2)=[CH:16][C:15]=1[CH3:22]. The yield is 0.930. The catalyst is CN(C)C(=O)C.C(C1C=C(C)C=C(C(C)(C)C)C=1O)(C)(C)C. The reactants are Cl[C:2]1[CH:3]=[CH:4][C:5]([N+:10]([O-:12])=[O:11])=[C:6]([NH:8][CH3:9])[CH:7]=1.[NH2:13][C:14]1[C:19]([CH3:20])=[CH:18][C:17]([OH:21])=[CH:16][C:15]=1[CH3:22].CC(C)([O-])C.[K+].O. (5) The reactants are [CH2:1]([O:3][C:4](=[O:22])[C:5]1[CH:10]=[C:9]([N+:11]([O-])=O)[CH:8]=[C:7]([N+]([O-])=O)[C:6]=1[CH:17]=[CH:18][N:19](C)C)[CH3:2].Cl[Sn]Cl. The catalyst is C(O)C. The product is [CH2:1]([O:3][C:4]([C:5]1[C:6]2[CH:17]=[CH:18][NH:19][C:7]=2[CH:8]=[C:9]([NH2:11])[CH:10]=1)=[O:22])[CH3:2]. The yield is 0.400. (6) The reactants are [CH:1]([C:3]1[S:7][C:6]([NH:8][C:9](=[O:11])[CH3:10])=[N:5][CH:4]=1)=O.[CH:12]1([CH:18]2[CH2:23][CH2:22][NH:21][CH2:20][CH2:19]2)[CH2:17][CH2:16][CH2:15][CH2:14][CH2:13]1. No catalyst specified. The product is [CH:12]1([CH:18]2[CH2:19][CH2:20][N:21]([CH2:1][C:3]3[S:7][C:6]([NH:8][C:9](=[O:11])[CH3:10])=[N:5][CH:4]=3)[CH2:22][CH2:23]2)[CH2:13][CH2:14][CH2:15][CH2:16][CH2:17]1. The yield is 0.100.